From a dataset of Full USPTO retrosynthesis dataset with 1.9M reactions from patents (1976-2016). Predict the reactants needed to synthesize the given product. (1) Given the product [CH2:1]([C:3]1[CH:8]=[C:7]([C:11](=[O:17])[CH2:12][CH2:13][C:14]([OH:16])=[O:15])[CH:6]=[CH:5][C:4]=1[O:9][CH3:10])[CH3:2], predict the reactants needed to synthesize it. The reactants are: [CH2:1]([C:3]1[CH:8]=[CH:7][CH:6]=[CH:5][C:4]=1[O:9][CH3:10])[CH3:2].[C:11]1(=[O:17])[O:16][C:14](=[O:15])[CH2:13][CH2:12]1.[Cl-].[Al+3].[Cl-].[Cl-].Cl. (2) Given the product [Br-:15].[C:1]([C:5]1[S:9][C:8](/[N:10]=[CH:11]/[N:12]([CH3:14])[CH3:13])=[N+:7]([CH2:16][CH2:17][CH2:18][CH3:19])[N:6]=1)([CH3:4])([CH3:2])[CH3:3], predict the reactants needed to synthesize it. The reactants are: [C:1]([C:5]1[S:9][C:8](/[N:10]=[CH:11]/[N:12]([CH3:14])[CH3:13])=[N:7][N:6]=1)([CH3:4])([CH3:3])[CH3:2].[Br:15][CH2:16][CH2:17][CH2:18][CH3:19]. (3) The reactants are: C(OCC)(=O)C.[ClH:7].[NH2:8][CH2:9][CH2:10][NH:11][C:12]([CH:14]1[CH2:19][CH2:18][CH2:17][N:16]([C:20]2[CH:25]=[C:24]([C:26]3[CH:31]=[CH:30][CH:29]=[CH:28][C:27]=3[OH:32])[N:23]=[C:22]([NH:33][C:34]([C:36]3[O:37][CH:38]=[CH:39][CH:40]=3)=[O:35])[C:21]=2[C:41]#[N:42])[CH2:15]1)=[O:13]. Given the product [ClH:7].[NH2:8][CH2:9][CH2:10][NH:11][C:12]([CH:14]1[CH2:19][CH2:18][CH2:17][N:16]([C:20]2[CH:25]=[C:24]([C:26]3[CH:31]=[CH:30][CH:29]=[CH:28][C:27]=3[OH:32])[N:23]=[C:22]([NH:33][C:34]([C:36]3[O:37][CH:38]=[CH:39][CH:40]=3)=[O:35])[C:21]=2[C:41]#[N:42])[CH2:15]1)=[O:13], predict the reactants needed to synthesize it. (4) Given the product [CH3:1][C:2]1([CH3:43])[CH2:7][CH2:6][C:5]([C:8]2[CH:13]=[C:12]([C:14]3([C:20]4[N:24]=[N:23][NH:22][N:21]=4)[CH2:15][CH2:16][O:17][CH2:18][CH2:19]3)[CH:11]=[CH:10][C:9]=2[NH:25][C:26]([C:28]2[NH:29][CH:30]=[C:31]([C:33]#[N:34])[N:32]=2)=[O:27])=[CH:4][CH2:3]1, predict the reactants needed to synthesize it. The reactants are: [CH3:1][C:2]1([CH3:43])[CH2:7][CH2:6][C:5]([C:8]2[CH:13]=[C:12]([C:14]3([C:20]4[N:21]=[N:22][NH:23][N:24]=4)[CH2:19][CH2:18][O:17][CH2:16][CH2:15]3)[CH:11]=[CH:10][C:9]=2[NH:25][C:26]([C:28]2[N:29](COCC[Si](C)(C)C)[CH:30]=[C:31]([C:33]#[N:34])[N:32]=2)=[O:27])=[CH:4][CH2:3]1. (5) Given the product [BrH:12].[BrH:12].[S:16]1[C:10]2[CH2:9][CH:8]([NH2:11])[CH2:7][CH2:6][C:5]=2[N:14]=[C:15]1[NH2:17], predict the reactants needed to synthesize it. The reactants are: O1[C:5]2([CH2:10][CH2:9][CH:8]([NH2:11])[CH2:7][CH2:6]2)OCC1.[Br:12]Br.[NH2:14][C:15]([NH2:17])=[S:16]. (6) Given the product [CH3:12][N:13]1[C:14]2[CH:19]=[C:18]([C:17]3[CH:18]=[CH:19][C:14]([NH:13][C:12](=[O:21])[O:11][C:7]([CH3:10])([CH3:9])[CH3:8])=[CH:15][CH:16]=3)[C:26]([CH3:27])=[CH:16][C:15]=2[O:2][C:1]1=[O:4], predict the reactants needed to synthesize it. The reactants are: [C:1](=[O:4])([O-])[O-:2].[Na+].[Na+].[C:7]([O:11][C:12](=[O:21])[NH:13][C:14]1[CH:19]=[CH:18][C:17](Br)=[CH:16][CH:15]=1)([CH3:10])([CH3:9])[CH3:8].O1[CH2:27][CH2:26]OCC1. (7) Given the product [ClH:33].[CH2:8]([N:15]1[CH2:19][CH:18]([C:20]2[S:21][C:22]([Br:26])=[C:23]([Br:25])[CH:24]=2)[CH:17]([C:27]([Cl:33])=[O:29])[CH2:16]1)[C:9]1[CH:14]=[CH:13][CH:12]=[CH:11][CH:10]=1, predict the reactants needed to synthesize it. The reactants are: FC(F)(F)C(O)=O.[CH2:8]([N:15]1[CH2:19][CH:18]([C:20]2[S:21][C:22]([Br:26])=[C:23]([Br:25])[CH:24]=2)[CH:17]([C:27]([OH:29])=O)[CH2:16]1)[C:9]1[CH:14]=[CH:13][CH:12]=[CH:11][CH:10]=1.C(Cl)(=O)C([Cl:33])=O. (8) Given the product [CH2:1]([O:3][C:4]1[CH:5]=[C:6]([C:7]2[O:9][N:18]=[C:19]([C:27]3[CH:32]=[C:31]4[C:30]([CH2:39][C:38](=[O:37])[NH:33]4)=[CH:29][CH:28]=3)[N:20]=2)[CH:10]=[CH:11][C:12]=1[O:13][CH2:14][CH3:15])[CH3:2], predict the reactants needed to synthesize it. The reactants are: [CH2:1]([O:3][C:4]1[CH:5]=[C:6]([CH:10]=[CH:11][C:12]=1[O:13][CH2:14][CH3:15])[C:7]([OH:9])=O)[CH3:2].CC[N:18]=[C:19]=[N:20]CCCN(C)C.[CH:27]1[CH:28]=[CH:29][C:30]2N(O)N=[N:33][C:31]=2[CH:32]=1.[O:37]1CCO[CH2:39][CH2:38]1. (9) Given the product [Cl:23][C:10]1[CH:11]=[C:12]([C:13]2[NH:14][C:15]3[C:20]([CH:21]=2)=[C:19]([F:22])[CH:18]=[CH:17][CH:16]=3)[C:7](/[CH:26]=[CH:27]\[CH3:28])=[CH:8][N:9]=1, predict the reactants needed to synthesize it. The reactants are: FC(F)(F)S(O[C:7]1[CH:8]=[N:9][C:10]([Cl:23])=[CH:11][C:12]=1[C:13]1[NH:14][C:15]2[C:20]([CH:21]=1)=[C:19]([F:22])[CH:18]=[CH:17][CH:16]=2)(=O)=O.[CH2:26]([Sn](CCCC)(CCCC)/C=C\C)[CH2:27][CH2:28]C.[Li+].[Cl-].